From a dataset of Volume of distribution at steady state (VDss) regression data from Lombardo et al.. Regression/Classification. Given a drug SMILES string, predict its absorption, distribution, metabolism, or excretion properties. Task type varies by dataset: regression for continuous measurements (e.g., permeability, clearance, half-life) or binary classification for categorical outcomes (e.g., BBB penetration, CYP inhibition). For this dataset (vdss_lombardo), we predict log10(VDss) (log10 of volume of distribution in L/kg). The compound is CC(CN1c2ccccc2CCc2ccccc21)C[NH+](C)C. The log10(VDss) is 1.20.